From a dataset of NCI-60 drug combinations with 297,098 pairs across 59 cell lines. Regression. Given two drug SMILES strings and cell line genomic features, predict the synergy score measuring deviation from expected non-interaction effect. (1) Drug 1: C1=CC(=C(C=C1I)F)NC2=C(C=CC(=C2F)F)C(=O)NOCC(CO)O. Drug 2: B(C(CC(C)C)NC(=O)C(CC1=CC=CC=C1)NC(=O)C2=NC=CN=C2)(O)O. Cell line: HCT116. Synergy scores: CSS=54.1, Synergy_ZIP=-1.71, Synergy_Bliss=-2.81, Synergy_Loewe=-3.99, Synergy_HSA=-1.60. (2) Drug 1: CCCCCOC(=O)NC1=NC(=O)N(C=C1F)C2C(C(C(O2)C)O)O. Drug 2: CC(C)(C#N)C1=CC(=CC(=C1)CN2C=NC=N2)C(C)(C)C#N. Cell line: LOX IMVI. Synergy scores: CSS=19.4, Synergy_ZIP=9.99, Synergy_Bliss=13.5, Synergy_Loewe=10.6, Synergy_HSA=11.1. (3) Drug 1: C1C(C(OC1N2C=C(C(=O)NC2=O)F)CO)O. Drug 2: CS(=O)(=O)OCCCCOS(=O)(=O)C. Cell line: PC-3. Synergy scores: CSS=6.27, Synergy_ZIP=-5.49, Synergy_Bliss=-2.21, Synergy_Loewe=-2.04, Synergy_HSA=-1.29. (4) Drug 2: CC1C(C(CC(O1)OC2CC(CC3=C2C(=C4C(=C3O)C(=O)C5=C(C4=O)C(=CC=C5)OC)O)(C(=O)CO)O)N)O.Cl. Drug 1: CCC1=C2CN3C(=CC4=C(C3=O)COC(=O)C4(CC)O)C2=NC5=C1C=C(C=C5)O. Cell line: U251. Synergy scores: CSS=49.9, Synergy_ZIP=-5.74, Synergy_Bliss=-8.01, Synergy_Loewe=-4.76, Synergy_HSA=-0.701. (5) Drug 1: C(CC(=O)O)C(=O)CN.Cl. Drug 2: CC(C)NC(=O)C1=CC=C(C=C1)CNNC.Cl. Cell line: DU-145. Synergy scores: CSS=10.5, Synergy_ZIP=-4.39, Synergy_Bliss=4.22, Synergy_Loewe=-5.26, Synergy_HSA=-0.159. (6) Drug 1: C1CCN(CC1)CCOC2=CC=C(C=C2)C(=O)C3=C(SC4=C3C=CC(=C4)O)C5=CC=C(C=C5)O. Drug 2: CCN(CC)CCCC(C)NC1=C2C=C(C=CC2=NC3=C1C=CC(=C3)Cl)OC. Cell line: 786-0. Synergy scores: CSS=22.0, Synergy_ZIP=0.231, Synergy_Bliss=-0.902, Synergy_Loewe=-10.2, Synergy_HSA=-1.69.